From a dataset of Forward reaction prediction with 1.9M reactions from USPTO patents (1976-2016). Predict the product of the given reaction. (1) Given the reactants Cl[CH2:2][CH2:3][CH2:4][O:5][C:6]1[CH:7]=[C:8]2[C:13](=[CH:14][CH:15]=1)[C:12](=[O:16])[CH2:11][CH2:10][CH2:9]2.[CH3:17][C@@H:18]1[CH2:22][CH2:21][CH2:20][NH2+:19]1.C1(S([O-])(=O)=O)C=CC=CC=1.C(=O)([O-])[O-].[K+].[K+].[I-].[K+], predict the reaction product. The product is: [CH3:17][C@@H:18]1[CH2:22][CH2:21][CH2:20][N:19]1[CH2:2][CH2:3][CH2:4][O:5][C:6]1[CH:7]=[C:8]2[C:13](=[CH:14][CH:15]=1)[C:12](=[O:16])[CH2:11][CH2:10][CH2:9]2. (2) Given the reactants C[O:2][C:3]([CH:5]1[CH2:12][CH:11]2[NH:13][CH:7]([CH2:8][CH2:9][CH2:10]2)[CH2:6]1)=[O:4].Cl.C(N(CC)CC)C.[F:22][C:23]([F:48])([F:47])[C:24]1[C:33]([O:34][C@H:35]2[CH2:40][CH2:39][C@@H:38]([C:41]([F:44])([F:43])[F:42])[CH2:37][CH2:36]2)=[CH:32][CH:31]=[C:30]2[C:25]=1[CH:26]=[CH:27][C:28]([CH:45]=O)=[N:29]2.C(O[BH-](OC(=O)C)OC(=O)C)(=O)C.[Na+], predict the reaction product. The product is: [F:47][C:23]([F:22])([F:48])[C:24]1[C:33]([O:34][C@H:35]2[CH2:40][CH2:39][C@@H:38]([C:41]([F:42])([F:43])[F:44])[CH2:37][CH2:36]2)=[CH:32][CH:31]=[C:30]2[C:25]=1[CH:26]=[CH:27][C:28]([CH2:45][N:13]1[CH:11]3[CH2:10][CH2:9][CH2:8][CH:7]1[CH2:6][CH:5]([C:3]([OH:2])=[O:4])[CH2:12]3)=[N:29]2. (3) Given the reactants [CH2:1]([N:8]([CH2:29][CH:30]1[CH2:35][CH2:34][CH:33]([CH2:36][OH:37])[CH2:32][CH2:31]1)[S:9]([NH:12][C:13](=[O:28])[C:14]1[CH:19]=[C:18]([C:20]([F:23])([F:22])[F:21])[CH:17]=[C:16]([C:24]([F:27])([F:26])[F:25])[CH:15]=1)(=[O:11])=[O:10])[C:2]1[CH:7]=[CH:6][CH:5]=[CH:4][CH:3]=1.[C:38]1([N:44]=[C:45]=[O:46])[CH:43]=[CH:42][CH:41]=[CH:40][CH:39]=1, predict the reaction product. The product is: [C:38]1([NH:44][C:45](=[O:46])[O:37][CH2:36][CH:33]2[CH2:32][CH2:31][CH:30]([CH2:29][N:8]([CH2:1][C:2]3[CH:3]=[CH:4][CH:5]=[CH:6][CH:7]=3)[S:9]([NH:12][C:13](=[O:28])[C:14]3[CH:19]=[C:18]([C:20]([F:21])([F:22])[F:23])[CH:17]=[C:16]([C:24]([F:25])([F:26])[F:27])[CH:15]=3)(=[O:11])=[O:10])[CH2:35][CH2:34]2)[CH:43]=[CH:42][CH:41]=[CH:40][CH:39]=1. (4) Given the reactants [Si:1]([O:8][C:9]1[CH:17]=[C:16]2[C:12]([CH:13]=[CH:14][NH:15]2)=[CH:11][CH:10]=1)([C:4]([CH3:7])([CH3:6])[CH3:5])([CH3:3])[CH3:2].[C:18](O[C:18]([O:20][C:21]([CH3:24])([CH3:23])[CH3:22])=[O:19])([O:20][C:21]([CH3:24])([CH3:23])[CH3:22])=[O:19], predict the reaction product. The product is: [C:21]([O:20][C:18]([N:15]1[C:16]2[C:12](=[CH:11][CH:10]=[C:9]([O:8][Si:1]([C:4]([CH3:7])([CH3:6])[CH3:5])([CH3:3])[CH3:2])[CH:17]=2)[CH:13]=[CH:14]1)=[O:19])([CH3:24])([CH3:23])[CH3:22]. (5) Given the reactants C([N:4]1[C:12]2[C:7](=[CH:8][CH:9]=[CH:10][CH:11]=2)/[C:6](=[C:13](/[NH:20][C:21]2[CH:26]=[CH:25][C:24]([NH:27][S:28]([CH2:31][C:32]3[CH:37]=[CH:36][CH:35]=[CH:34][CH:33]=3)(=[O:30])=[O:29])=[CH:23][CH:22]=2)\[C:14]2[CH:19]=[CH:18][CH:17]=[CH:16][CH:15]=2)/[C:5]1=[O:38])(=O)C.[CH3:39][N:40]([CH3:45])[C:41](=[O:44])[CH2:42]Br.CC(C)([O-])C.[K+].[OH-].[Na+], predict the reaction product. The product is: [CH3:39][N:40]([CH3:45])[C:41]([CH2:42][N:27]([C:24]1[CH:25]=[CH:26][C:21]([NH:20]/[C:13](=[C:6]2\[C:5](=[O:38])[NH:4][C:12]3[C:7]\2=[CH:8][CH:9]=[CH:10][CH:11]=3)/[C:14]2[CH:15]=[CH:16][CH:17]=[CH:18][CH:19]=2)=[CH:22][CH:23]=1)[S:28]([CH2:31][C:32]1[CH:37]=[CH:36][CH:35]=[CH:34][CH:33]=1)(=[O:30])=[O:29])=[O:44]. (6) Given the reactants C1(C(C2C=CC=CC=2)(C2C=CC=CC=2)[N:8]2[CH:16]=[N:15][C:14]3[C:9]2=[N:10][CH:11]=[N:12][C:13]=3[NH2:17])C=CC=CC=1.[CH3:30][O:31][C:32]1[CH:37]=[CH:36][C:35]([O:38][CH2:39][CH2:40][O:41][CH2:42]Cl)=[CH:34][CH:33]=1.ClCCOCN1C2C(=NC=NC=2N)N=C1.CCO, predict the reaction product. The product is: [CH3:30][O:31][C:32]1[CH:37]=[CH:36][C:35]([O:38][CH2:39][CH2:40][O:41][CH2:42][N:15]2[C:14]3[C:9](=[N:10][CH:11]=[N:12][C:13]=3[NH2:17])[N:8]=[CH:16]2)=[CH:34][CH:33]=1. (7) Given the reactants [CH3:1][C:2]1[CH:25]=[CH:24][C:5]([CH2:6][NH:7][C:8](=O)[CH2:9][CH2:10][C:11]2[CH:16]=[CH:15][C:14]([O:17][CH2:18][C:19]#[CH:20])=[C:13]([O:21][CH3:22])[CH:12]=2)=[CH:4][CH:3]=1.COC1C=CC(P2(SP(C3C=CC(OC)=CC=3)(=S)S2)=[S:35])=CC=1, predict the reaction product. The product is: [CH3:1][C:2]1[CH:25]=[CH:24][C:5]([CH2:6][NH:7][C:8](=[S:35])[CH2:9][CH2:10][C:11]2[CH:16]=[CH:15][C:14]([O:17][CH2:18][C:19]#[CH:20])=[C:13]([O:21][CH3:22])[CH:12]=2)=[CH:4][CH:3]=1.